Dataset: Reaction yield outcomes from USPTO patents with 853,638 reactions. Task: Predict the reaction yield, written as a fraction of the theoretical maximum amount of product (1.0 means a 100% yield; for example, 0.34 means a 34% yield). The reactants are [NH2:1][C:2]1[CH:3]=[C:4]([C@:8]23[CH2:16][N:15]([C:17]([O:19][C:20]([CH3:23])([CH3:22])[CH3:21])=[O:18])[CH2:14][C@H:13]2[CH2:12][S:11][C:10]([NH:24][C:25](=[O:32])[C:26]2[CH:31]=[CH:30][CH:29]=[CH:28][CH:27]=2)=[N:9]3)[CH:5]=[CH:6][CH:7]=1.[F:33][C:34]1[CH:35]=[CH:36][C:37]([C:40](O)=[O:41])=[N:38][CH:39]=1.O.ON1C2C=CC=CC=2N=N1.Cl.CN(C)C(C)CN=C=NCC.C(N(C(C)C)CC)(C)C. The catalyst is ClCCl.C(=O)(O)[O-].[Na+].CN(C)C=O. The product is [C:25]([NH:24][C:10]1[S:11][CH2:12][C@@H:13]2[CH2:14][N:15]([C:17]([O:19][C:20]([CH3:23])([CH3:22])[CH3:21])=[O:18])[CH2:16][C@:8]2([C:4]2[CH:5]=[CH:6][CH:7]=[C:2]([NH:1][C:40]([C:37]3[CH:36]=[CH:35][C:34]([F:33])=[CH:39][N:38]=3)=[O:41])[CH:3]=2)[N:9]=1)(=[O:32])[C:26]1[CH:27]=[CH:28][CH:29]=[CH:30][CH:31]=1. The yield is 0.890.